Dataset: Experimentally validated miRNA-target interactions with 360,000+ pairs, plus equal number of negative samples. Task: Binary Classification. Given a miRNA mature sequence and a target amino acid sequence, predict their likelihood of interaction. (1) The protein sequence of the target gene is MSRRKQSKPRQIKRPLEDAIEDEEEECPSEETDIISKGDFPLEESFSTEFGPENLSCEEVEYFCNKGDDEGIQETAESDGDTQSEKPGQPGVETDDWDGPGELEVFQKDGERKIQSRQQLPVGTTWGPFPGKMDLNNNSLKTKAQVPMVLTAGPKWLLDVTWQGVEDNKNNCIVYSKGGQLWCTTTKAISEGEELIAFVVDFDSRLQAASQMTLTEGMYPARLLDSIQLLPQQAAMASILPTAIVNKDIFPCKSCGIWYRSERNLQAHLMYYCSGRQREAAPVSEENEDSAHQISSLCPF.... The miRNA is hsa-miR-3142 with sequence AAGGCCUUUCUGAACCUUCAGA. Result: 0 (no interaction). (2) The miRNA is mmu-miR-376b-3p with sequence AUCAUAGAGGAACAUCCACUU. The protein sequence of the target gene is MTAAAASNWGLITNIVNSIVGVSVLTMPFCFKQCGIVLGALLLVFCSWMTHQSCMFLVKSASLSKRRTYAGLAFHAYGKAGKMLVETSMIGLMLGTCIAFYVVIGDLGSNFFARLFGFQVGGTFRMFLLFAVSLCIVLPLSLQRNMMASIQSFSAMALLFYTVFMFVIVLSSLKHGLFSGQWLRRVSYVRWEGVFRCIPIFGMSFACQSQVLPTYDSLDEPSVKTMSSIFASSLNVVTTFYVMVGFFGYVSFTEATAGNVLMHFPSNLVTEMLRVGFMMSVAVGFPMMILPCRQALSTLL.... Result: 0 (no interaction). (3) The miRNA is hsa-miR-3690 with sequence ACCUGGACCCAGCGUAGACAAAG. The protein sequence of the target gene is MYNGIGLPTPRGSGTNGYVQRNLSLVRGRRGERPDYKGEEELRHLEAALVKRPNPDILDHERKRRVELRCLELEEMMEEQGYEEQQIQEKVATFRLMLLEKDVNPGAKEETPGQRPVVTETHQLAELNEKKNERLRAAFGISDSYVDGSSFDPQRRAREAKQIAPEPPKPYSLVRETSSSRSPTPKQKKKKKKKDRGRRSESSSPRRERKKSSKKKKHRSESESKKRKHRSPTPKSKRKSKDKKRKRSRSTTPAPKSRRAHRSTSADSASSSDTSRSRSRSAAAKIHTTALTGQSPPLAS.... Result: 0 (no interaction). (4) The miRNA is hsa-miR-3145-5p with sequence AACUCCAAACACUCAAAACUCA. The protein sequence of the target gene is MLPKRRRARVGSPSGDAASSTPPSTRFPGVAIYLVEPRMGRSRRAFLTGLARSKGFRVLDACSSEATHVVMEETSAEEAVSWQERRMAAAPPGCTPPALLDISWLTESLGAGQPVPVECRHRLEVAGPRKGPLSPAWMPAYACQRPTPLTHHNTGLSEALEILAEAAGFEGSEGRLLTFCRAASVLKALPSPVTTLSQLQGLPHFGEHSSRVVQELLEHGVCEEVERVRRSERYQTMKLFTQIFGVGVKTADRWYREGLRTLDDLREQPQKLTQQQKAGLQHHQDLSTPVLRSDVDALQQ.... Result: 1 (interaction). (5) The miRNA is hsa-miR-130b-3p with sequence CAGUGCAAUGAUGAAAGGGCAU. The protein sequence of the target gene is MGTTASTAQQTVSAGTPFEGLQGSGTMDSRHSVSIHSFQSTSLHNSKAKSIIPNKVAPVVITYNCKEEFQIHDELLKAHYTLGRLSDNTPEHYLVQGRYFLVRDVTEKMDVLGTVGSCGAPNFRQVQGGLTVFGMGQPSLSGFRRVLQKLQKDGHRECVIFCVREEPVLFLRADEDFVSYTPRDKQNLHENLQGLGPGVRVESLELAIRKEIHDFAQLSENTYHVYHNTEDLWGEPHAVAIHGEDDLHVTEEVYKRPLFLQPTYRYHRLPLPEQGSPLEAQLDAFVSVLRETPSLLQLRD.... Result: 0 (no interaction). (6) The protein sequence of the target gene is MGDWSFLGRLLENAQEHSTVIGKVWLTVLFIFRILVLGAAAEEVWGDEQSDFTCNTQQPGCENVCYDRAFPISHIRFWALQIIFVSTPTLIYLGHVLHIVRMEEKKKEREEELLRRDNPQHGRGREPMRTGSPRDPPLRDDRGKVRIAGALLRTYVFNIIFKTLFEVGFIAGQYFLYGFQLQPLYRCDRWPCPNTVDCFISRPTEKTIFVIFMLAVACASLVLNMLEIYHLGWKKLKQGVTNHFNPDASEARHKPLDPLPTATSSGPPSVSIGFPPYYTHPACPTVQAKAIGFPGAPLSP.... The miRNA is rno-miR-342-3p with sequence UCUCACACAGAAAUCGCACCCGU. Result: 0 (no interaction). (7) Result: 0 (no interaction). The protein sequence of the target gene is MAAQGVGPGPGSAAPPGLEAARQKLALRRKKVLSTEEMELYELAQAAGGGIDPDVFKILVDLLKLNVAPLAVFQMLKSMCAGQRLASEPQDPAAVSLPTSSVPETRGRDKGSAALGGVLALAERSNHEGSSQRMPRQPSATRLPKGGGPGKSPTQGST. The miRNA is hsa-miR-6503-5p with sequence AGGUCUGCAUUCAAAUCCCCAGA.